From a dataset of Full USPTO retrosynthesis dataset with 1.9M reactions from patents (1976-2016). Predict the reactants needed to synthesize the given product. (1) Given the product [CH:1]1[C:3]2[C:2](=[C:1]3[C:2]([CH:4]=2)=[CH:1][C:3]2=[C:4]4[C:3](=[CH:4][C:2]2=[CH:1]3)[CH:4]=[CH:3][CH:2]=[CH:1]4)[CH:4]=[CH:3][CH:2]=1, predict the reactants needed to synthesize it. The reactants are: [CH2:1]([Li])[CH2:2][CH2:3][CH3:4].[OH-].[Na+]. (2) Given the product [O:2]1[C:6]2[CH:7]=[CH:8][CH:9]=[C:10]([CH:11]3[CH2:16][CH2:15][N:14]([CH2:17][CH2:18][C@H:19]4[CH2:20][CH2:21][C@H:22]([NH:25][C:31]([CH:29]5[CH2:30][CH:27]([Cl:26])[CH2:28]5)=[O:32])[CH2:23][CH2:24]4)[CH2:13][CH2:12]3)[C:5]=2[O:4][CH2:3]1, predict the reactants needed to synthesize it. The reactants are: Cl.[O:2]1[C:6]2[CH:7]=[CH:8][CH:9]=[C:10]([CH:11]3[CH2:16][CH2:15][N:14]([CH2:17][CH2:18][C@H:19]4[CH2:24][CH2:23][C@H:22]([NH2:25])[CH2:21][CH2:20]4)[CH2:13][CH2:12]3)[C:5]=2[O:4][CH2:3]1.[Cl:26][CH:27]1[CH2:30][CH:29]([C:31](O)=[O:32])[CH2:28]1. (3) Given the product [Cl:1][C:2]1[CH:3]=[C:4]2[C:8](=[CH:9][CH:10]=1)[N:7]([CH:11]([CH2:15][CH:16]1[CH2:17][CH2:18][CH2:19][CH2:20]1)[C:12]([NH:37][C:33]1[CH:61]=[CH:59][N:56]([CH2:57][C@@H:58]3[CH2:93][O:92][C:89]([CH3:72])([CH3:90])[O:91]3)[N:32]=1)=[O:14])[C:6](=[O:21])[C:5]2=[O:22], predict the reactants needed to synthesize it. The reactants are: [Cl:1][C:2]1[CH:3]=[C:4]2[C:8](=[CH:9][CH:10]=1)[N:7]([CH:11]([CH2:15][CH:16]1[CH2:20][CH2:19][CH2:18][CH2:17]1)[C:12]([OH:14])=O)[C:6](=[O:21])[C:5]2=[O:22].C1(CC(N2C3C(=CC(OC(F)(F)F)=CC=3)CC2=O)C([NH:32][C:33]2SC=C[N:37]=2)=O)CCCC1.C([N:56]([CH:59]([CH3:61])C)[CH2:57][CH3:58])(C)C.F[P-](F)(F)(F)(F)F.N1(O[P+](N(C)C)(N(C)C)N(C)C)C2C=CC=C[C:72]=2N=N1.[C:89]([O:92][CH2:93]C)(=[O:91])[CH3:90]. (4) Given the product [CH3:22][N:7]([C:4]1[S:5][CH:6]=[C:2]([CH3:1])[N:3]=1)[C:8]([C:10]1[CH:11]=[C:12]([CH:17]=[CH:18][CH:19]=1)[C:13]([O:15][CH3:16])=[O:14])=[O:9], predict the reactants needed to synthesize it. The reactants are: [CH3:1][C:2]1[N:3]=[C:4]([NH:7][C:8]([C:10]2[CH:11]=[C:12]([CH:17]=[CH:18][CH:19]=2)[C:13]([O:15][CH3:16])=[O:14])=[O:9])[S:5][CH:6]=1.[H-].[Na+].[CH3:22]I. (5) Given the product [O:2]1[C:6]2[CH:7]=[CH:8][CH:9]=[C:10]([CH:11]3[CH2:16][CH2:15][N:14]([CH2:17][CH2:18][C@H:19]4[CH2:20][CH2:21][C@H:22]([NH:25][C:26](=[O:30])[CH:27]([CH3:29])[CH3:28])[CH2:23][CH2:24]4)[CH2:13][CH2:12]3)[C:5]=2[O:4][CH2:3]1, predict the reactants needed to synthesize it. The reactants are: Cl.[O:2]1[C:6]2[CH:7]=[CH:8][CH:9]=[C:10]([CH:11]3[CH2:16][CH2:15][N:14]([CH2:17][CH2:18][C@H:19]4[CH2:24][CH2:23][C@H:22]([NH2:25])[CH2:21][CH2:20]4)[CH2:13][CH2:12]3)[C:5]=2[O:4][CH2:3]1.[C:26](O)(=[O:30])[CH:27]([CH3:29])[CH3:28]. (6) Given the product [C:1]([NH:4][C:5]1[CH:14]=[CH:13][C:8]([C:9]2[N:10]=[C:21]([C:17]3[S:18][CH:19]=[CH:20][C:16]=3[Cl:15])[O:12][N:11]=2)=[CH:7][CH:6]=1)(=[O:3])[CH3:2], predict the reactants needed to synthesize it. The reactants are: [C:1]([NH:4][C:5]1[CH:14]=[CH:13][C:8]([C:9](=[N:11][OH:12])[NH2:10])=[CH:7][CH:6]=1)(=[O:3])[CH3:2].[Cl:15][C:16]1[CH:20]=[CH:19][S:18][C:17]=1[C:21](Cl)=O. (7) Given the product [Br:1][C:2]1[C:3]([O:17][C:22]2[CH:21]=[CH:20][C:19]([Cl:18])=[CH:26][C:23]=2[C:24]#[N:25])=[C:4]2[C:9](=[CH:10][CH:11]=1)[N:8]([C:12]([O:14][CH3:15])=[O:13])[C@@H:7]([CH3:16])[CH2:6][CH2:5]2, predict the reactants needed to synthesize it. The reactants are: [Br:1][C:2]1[C:3]([OH:17])=[C:4]2[C:9](=[CH:10][CH:11]=1)[N:8]([C:12]([O:14][CH3:15])=[O:13])[C@@H:7]([CH3:16])[CH2:6][CH2:5]2.[Cl:18][C:19]1[CH:20]=[CH:21][C:22](F)=[C:23]([CH:26]=1)[C:24]#[N:25].C(=O)([O-])[O-].[Cs+].[Cs+].O.